This data is from Choline transporter screen with 302,306 compounds. The task is: Binary Classification. Given a drug SMILES string, predict its activity (active/inactive) in a high-throughput screening assay against a specified biological target. (1) The drug is s1c(NC(=O)C2Oc3c(OC2)cccc3)nc2c1cc(OC)cc2. The result is 0 (inactive). (2) The drug is Fc1cc(CCN2C(CN=C2N)Cc2ccc(O)cc2)ccc1. The result is 0 (inactive). (3) The molecule is Clc1ccc(c2oc(c(n2)CS(=O)CC(=O)NCc2cc3OCOc3cc2)C)cc1. The result is 0 (inactive). (4) The molecule is S1C(SCC1)c1ccc(C(=O)NCC(N(C)C)c2ccccc2)cc1. The result is 0 (inactive). (5) The drug is FC(F)(F)c1c2c(oc(=O)c1)cc(OC(=O)CN1C(=O)C3(NC1=O)CCCCC3)cc2. The result is 0 (inactive). (6) The molecule is S(=O)(=O)(NC1CCN(CC1)Cc1ccccc1)c1ccc(cc1)CNC(=O)C. The result is 0 (inactive). (7) The drug is S(c1n(c2c(n1)cccc2)C(OCC)=O)CC(OCC)=O. The result is 0 (inactive).